Dataset: Full USPTO retrosynthesis dataset with 1.9M reactions from patents (1976-2016). Task: Predict the reactants needed to synthesize the given product. (1) The reactants are: [CH3:1][C:2]1([CH3:27])[C:6]([CH3:8])([CH3:7])[O:5][B:4]([C:9]2[CH:10]=[C:11]([CH:24]=[CH:25][CH:26]=2)/[CH:12]=[CH:13]/[C:14]2[CH:23]=[CH:22][C:17]([C:18]([O:20][CH3:21])=[O:19])=[CH:16][CH:15]=2)[O:3]1. Given the product [CH3:7][C:6]1([CH3:8])[C:2]([CH3:1])([CH3:27])[O:3][B:4]([C:9]2[CH:10]=[C:11]([CH:24]=[CH:25][CH:26]=2)[CH2:12][CH2:13][C:14]2[CH:15]=[CH:16][C:17]([C:18]([O:20][CH3:21])=[O:19])=[CH:22][CH:23]=2)[O:5]1, predict the reactants needed to synthesize it. (2) Given the product [CH3:17][N:6]1[C:7]2[C:12](=[CH:11][CH:10]=[CH:9][CH:8]=2)[C:13](=[O:14])[C:4]([CH3:16])([CH3:3])[C:5]1=[O:15], predict the reactants needed to synthesize it. The reactants are: [H-].[Na+].[CH3:3][C:4]1([CH3:16])[C:13](=[O:14])[C:12]2[C:7](=[CH:8][CH:9]=[CH:10][CH:11]=2)[NH:6][C:5]1=[O:15].[CH3:17]I.[NH4+].[Cl-]. (3) Given the product [CH3:1][CH:2]1[CH2:6][CH2:5][CH2:4][N:3]1[CH2:7][CH2:8][CH2:9][O:10][C:11]1[CH:16]=[CH:15][C:14]([C:17]2[S:18][C:19]3[CH2:20][N:29]([CH2:28][CH2:26][CH:32]([OH:35])[CH3:33])[CH2:22][CH2:23][C:24]=3[N:25]=2)=[CH:13][CH:12]=1.[CH3:1][CH:2]1[CH2:6][CH2:5][CH2:4][N:3]1[CH2:7][CH2:8][CH2:9][O:10][C:11]1[CH:16]=[CH:15][C:14]([C:17]2[S:18][C:19]3[CH2:20][N:29]([C@@H:28]4[CH2:33][C@H:32]([OH:35])[CH2:26]4)[CH2:22][CH2:23][C:24]=3[N:25]=2)=[CH:13][CH:12]=1, predict the reactants needed to synthesize it. The reactants are: [CH3:1][CH:2]1[CH2:6][CH2:5][CH2:4][N:3]1[CH2:7][CH2:8][CH2:9][O:10][C:11]1[CH:16]=[CH:15][C:14]([C:17]2[S:18][C:19]3[CH2:20]N[CH2:22][CH2:23][C:24]=3[N:25]=2)=[CH:13][CH:12]=1.[CH3:26]O.[C:28]([BH3-])#[N:29].[Na+].[C:32]([OH:35])(=O)[CH3:33]. (4) Given the product [NH2:33][CH2:32][C:31]([NH:30][C:26]1[CH:25]=[C:24]([O:23][C:16]2[C:17]3[C:22](=[CH:21][CH:20]=[CH:19][CH:18]=3)[C:13]([NH:12][C:11]([NH:10][C:8]3[N:7]([C:43]4[CH:48]=[CH:47][C:46]([CH3:49])=[CH:45][CH:44]=4)[N:6]=[C:5]([C:1]([CH3:4])([CH3:3])[CH3:2])[CH:9]=3)=[O:42])=[CH:14][CH:15]=2)[CH:29]=[CH:28][N:27]=1)=[O:41], predict the reactants needed to synthesize it. The reactants are: [C:1]([C:5]1[CH:9]=[C:8]([NH:10][C:11](=[O:42])[NH:12][C:13]2[C:22]3[C:17](=[CH:18][CH:19]=[CH:20][CH:21]=3)[C:16]([O:23][C:24]3[CH:29]=[CH:28][N:27]=[C:26]([NH:30][C:31](=[O:41])[CH2:32][NH:33]C(=O)OC(C)(C)C)[CH:25]=3)=[CH:15][CH:14]=2)[N:7]([C:43]2[CH:48]=[CH:47][C:46]([CH3:49])=[CH:45][CH:44]=2)[N:6]=1)([CH3:4])([CH3:3])[CH3:2].C(O)(C(F)(F)F)=O. (5) Given the product [CH3:24][N:2]([CH3:1])[S:3]([N:6]1[C:10]([CH2:11][C:13]2[CH:22]=[CH:21][C:16]3[O:17][CH2:18][CH2:19][O:20][C:15]=3[CH:14]=2)=[C:9]([CH3:23])[N:8]=[CH:7]1)(=[O:4])=[O:5], predict the reactants needed to synthesize it. The reactants are: [CH3:1][N:2]([CH3:24])[S:3]([N:6]1[C:10]([CH:11]([C:13]2[CH:22]=[CH:21][C:16]3[O:17][CH2:18][CH2:19][O:20][C:15]=3[CH:14]=2)O)=[C:9]([CH3:23])[N:8]=[CH:7]1)(=[O:5])=[O:4].S(C[N+]#[C-])(C1C=CC(C)=CC=1)(=O)=O.[C-]#N.[Na+]. (6) Given the product [F:9][C:8]1[CH:7]=[CH:6][C:5]([CH2:10][CH2:11][C:12]2([CH2:32][OH:33])[CH2:13][CH2:14][N:15]([C:18](=[O:31])[CH2:19][C:20]3[CH:25]=[CH:24][C:23]([N:26]4[CH:30]=[N:29][N:28]=[N:27]4)=[CH:22][CH:21]=3)[CH2:16][CH2:17]2)=[CH:4][C:3]=1[C:1]#[N:2], predict the reactants needed to synthesize it. The reactants are: [C:1]([C:3]1[CH:4]=[C:5]([CH2:10][CH2:11][C:12]2([C:32](OCC)=[O:33])[CH2:17][CH2:16][N:15]([C:18](=[O:31])[CH2:19][C:20]3[CH:25]=[CH:24][C:23]([N:26]4[CH:30]=[N:29][N:28]=[N:27]4)=[CH:22][CH:21]=3)[CH2:14][CH2:13]2)[CH:6]=[CH:7][C:8]=1[F:9])#[N:2].[BH4-].[Na+].[Cl-].[Li+].C(O)C. (7) Given the product [Br:1][C:2]1[CH:3]=[C:4]([C@@:8]2([C:14]3[CH:19]=[CH:18][C:17]([O:20][CH:21]([F:22])[F:23])=[C:16]([CH3:24])[CH:15]=3)[CH2:12][O:11][C:10]([NH2:13])=[N:9]2)[CH:5]=[CH:6][CH:7]=1, predict the reactants needed to synthesize it. The reactants are: [Br:1][C:2]1[CH:3]=[C:4]([C:8]2([C:14]3[CH:19]=[CH:18][C:17]([O:20][CH:21]([F:23])[F:22])=[C:16]([CH3:24])[CH:15]=3)[CH2:12][O:11][C:10]([NH2:13])=[N:9]2)[CH:5]=[CH:6][CH:7]=1.